Predict the reactants needed to synthesize the given product. From a dataset of Full USPTO retrosynthesis dataset with 1.9M reactions from patents (1976-2016). (1) Given the product [NH2:10][CH2:9][CH:8]([C:13]1[C:21]2[C:16](=[CH:17][C:18]([C:22]([N:24]3[CH2:25][CH2:26][O:27][CH2:28][CH2:29]3)=[O:23])=[CH:19][CH:20]=2)[NH:15][CH:14]=1)[C:3]1[CH:4]=[CH:5][CH:6]=[CH:7][C:2]=1[F:1], predict the reactants needed to synthesize it. The reactants are: [F:1][C:2]1[CH:7]=[CH:6][CH:5]=[CH:4][C:3]=1[CH:8]([C:13]1[C:21]2[C:16](=[CH:17][C:18]([C:22]([N:24]3[CH2:29][CH2:28][O:27][CH2:26][CH2:25]3)=[O:23])=[CH:19][CH:20]=2)[NH:15][CH:14]=1)[CH2:9][N+:10]([O-])=O. (2) Given the product [CH3:1][O:2][C:3](=[O:40])[CH2:4][C@H:5]1[C:9]2[CH:10]=[CH:11][C:12]([O:14][C@H:15]3[C:23]4[C:18](=[C:19]([O:25][C:26]5[CH:31]=[CH:30][C:29]([CH2:32][CH2:33][C:34]([OH:37])([CH3:35])[CH3:36])=[CH:28][C:27]=5[C:38]#[N:39])[CH:20]=[CH:21][C:22]=4[F:24])[CH2:17][CH2:16]3)=[CH:13][C:8]=2[O:7][CH2:6]1, predict the reactants needed to synthesize it. The reactants are: [CH3:1][O:2][C:3](=[O:40])[CH2:4][C@H:5]1[C:9]2[CH:10]=[CH:11][C:12]([O:14][C@H:15]3[C:23]4[C:18](=[C:19]([O:25][C:26]5[CH:31]=[CH:30][C:29]([CH:32]=[CH:33][C:34]([OH:37])([CH3:36])[CH3:35])=[CH:28][C:27]=5[C:38]#[N:39])[CH:20]=[CH:21][C:22]=4[F:24])[CH2:17][CH2:16]3)=[CH:13][C:8]=2[O:7][CH2:6]1.C(N(CC)CC)C.